From a dataset of Forward reaction prediction with 1.9M reactions from USPTO patents (1976-2016). Predict the product of the given reaction. (1) Given the reactants C[O:2][C:3](=[O:12])[C:4]1[CH:9]=[C:8]([Br:10])[C:7](Cl)=[N:6][CH:5]=1.[CH3:13][O:14][CH2:15][CH2:16][NH:17][CH3:18].[OH-].[Na+].Cl.C(O)(=O)CC(CC(O)=O)(C(O)=O)O, predict the reaction product. The product is: [Br:10][C:8]1[C:7]([N:17]([CH2:16][CH2:15][O:14][CH3:13])[CH3:18])=[N:6][CH:5]=[C:4]([CH:9]=1)[C:3]([OH:2])=[O:12]. (2) Given the reactants Br[CH2:2][C:3]1[CH:4]=[C:5]2[C:10](=[N:11][C:12]=1[O:13][CH3:14])[N:9]([C@@H:15]([CH:25]([CH3:27])[CH3:26])[CH2:16][O:17][Si:18]([C:21]([CH3:24])([CH3:23])[CH3:22])([CH3:20])[CH3:19])[CH:8]=[C:7]([C:28]([O:30][CH2:31][CH3:32])=[O:29])[C:6]2=[O:33].[F:34][C:35]1[CH:40]=[C:39]([F:41])[CH:38]=[C:37]([F:42])[C:36]=1[OH:43].[H-].[Na+].Cl, predict the reaction product. The product is: [Si:18]([O:17][CH2:16][C@@H:15]([N:9]1[C:10]2[C:5](=[CH:4][C:3]([CH2:2][O:43][C:36]3[C:35]([F:34])=[CH:40][C:39]([F:41])=[CH:38][C:37]=3[F:42])=[C:12]([O:13][CH3:14])[N:11]=2)[C:6](=[O:33])[C:7]([C:28]([O:30][CH2:31][CH3:32])=[O:29])=[CH:8]1)[CH:25]([CH3:26])[CH3:27])([C:21]([CH3:23])([CH3:22])[CH3:24])([CH3:19])[CH3:20].